This data is from Catalyst prediction with 721,799 reactions and 888 catalyst types from USPTO. The task is: Predict which catalyst facilitates the given reaction. (1) Reactant: C1(S(Cl)(=O)=O)C=CC=CC=1.C(N(CC)CC)C.[Br:18][C:19]1[CH:33]=[CH:32][C:22]([O:23][CH:24]([CH2:28][CH2:29][CH2:30][CH3:31])[C:25](O)=O)=[C:21](C=O)[CH:20]=1.CC1CCCCC1.C(OCC)(=O)C. Product: [CH2:28]([C:24]1[O:23][C:22]2[CH:21]=[CH:20][C:19]([Br:18])=[CH:33][C:32]=2[CH:25]=1)[CH2:29][CH2:30][CH3:31]. The catalyst class is: 11. (2) Reactant: Cl[C:2]1[N:7]=[CH:6][C:5]([C:8]([C:10]2[C:19](=[O:20])[C:18]3[C:13](=[CH:14][C:15]([O:23][CH3:24])=[C:16]([O:21][CH3:22])[CH:17]=3)[N:12]([CH2:25][C:26]3[CH:31]=[CH:30][C:29]([S:32]([CH3:35])(=[O:34])=[O:33])=[CH:28][CH:27]=3)[CH:11]=2)=[O:9])=[CH:4][CH:3]=1.[N:36]1[CH:41]=CC=C[CH:37]=1.CNC. Product: [CH3:37][N:36]([CH3:41])[C:2]1[N:7]=[CH:6][C:5]([C:8]([C:10]2[C:19](=[O:20])[C:18]3[C:13](=[CH:14][C:15]([O:23][CH3:24])=[C:16]([O:21][CH3:22])[CH:17]=3)[N:12]([CH2:25][C:26]3[CH:31]=[CH:30][C:29]([S:32]([CH3:35])(=[O:34])=[O:33])=[CH:28][CH:27]=3)[CH:11]=2)=[O:9])=[CH:4][CH:3]=1. The catalyst class is: 6. (3) Reactant: [CH3:1][O:2][C:3]1[CH:4]=[C:5]2[C:9](=[CH:10][CH:11]=1)[NH:8][C:7](=[O:12])[C:6]2=[CH:13][C:14]1[CH:22]=[C:21]2[C:17]([C:18](/[CH:23]=[CH:24]/[C:25]3[CH:26]=[N:27][C:28]([N:31]4[CH2:36][CH2:35][N:34]([CH3:37])[CH2:33][CH2:32]4)=[CH:29][CH:30]=3)=[N:19][NH:20]2)=[CH:16][CH:15]=1.[CH3:38]CN(CC)CC.CCOCC.C(Cl)Cl. Product: [CH3:1][O:2][C:3]1[CH:4]=[C:5]2[C:9](=[CH:10][CH:11]=1)[NH:8][C:7](=[O:12])[C@:6]12[CH2:38][C@@H:13]1[C:14]1[CH:22]=[C:21]2[C:17]([C:18](/[CH:23]=[CH:24]/[C:25]3[CH:26]=[N:27][C:28]([N:31]4[CH2:36][CH2:35][N:34]([CH3:37])[CH2:33][CH2:32]4)=[CH:29][CH:30]=3)=[N:19][NH:20]2)=[CH:16][CH:15]=1. The catalyst class is: 147. (4) Reactant: BrC1C=CC=C2C=1C(F)(F)[C:5](=[O:11])N2.[F:14][C:15]1([F:26])[C:23]2[C:18](=[CH:19][CH:20]=[C:21]([F:24])[CH:22]=2)[NH:17][C:16]1=[O:25].FC(F)(F)C(OCC)=O. Product: [F:26][C:15]1([F:14])[C:23]2[C:22]([CH:5]=[O:11])=[C:21]([F:24])[CH:20]=[CH:19][C:18]=2[NH:17][C:16]1=[O:25]. The catalyst class is: 9. (5) Reactant: [CH2:1]([N:8]1[CH2:13][CH2:12][N:11]([C:14](=[S:16])[NH2:15])[CH2:10][CH2:9]1)[C:2]1[CH:7]=[CH:6][CH:5]=[CH:4][CH:3]=1.[Br:17][CH:18]([C:24](=O)[C:25]1[CH:30]=[CH:29][CH:28]=[CH:27][CH:26]=1)[CH2:19][C:20]([O:22][CH3:23])=[O:21]. Product: [BrH:17].[CH2:1]([N:8]1[CH2:9][CH2:10][N:11]([C:14]2[S:16][C:18]([CH2:19][C:20]([O:22][CH3:23])=[O:21])=[C:24]([C:25]3[CH:30]=[CH:29][CH:28]=[CH:27][CH:26]=3)[N:15]=2)[CH2:12][CH2:13]1)[C:2]1[CH:3]=[CH:4][CH:5]=[CH:6][CH:7]=1. The catalyst class is: 8. (6) Reactant: [CH3:1][NH:2][CH3:3].C(N(CC)CC)C.[C:11]([C:13]1[CH:18]=[CH:17][CH:16]=[CH:15][C:14]=1[S:19](Cl)(=[O:21])=[O:20])#[N:12]. Product: [C:11]([C:13]1[CH:18]=[CH:17][CH:16]=[CH:15][C:14]=1[S:19]([N:2]([CH3:3])[CH3:1])(=[O:21])=[O:20])#[N:12]. The catalyst class is: 7. (7) Reactant: [NH2:1][C:2]1[CH:3]=[CH:4][C:5]([O:16][C:17]2[CH:22]=[CH:21][CH:20]=[CH:19][CH:18]=2)=[C:6]([C:8]2[CH:9]=[CH:10][C:11](=[O:15])[N:12]([CH3:14])[CH:13]=2)[CH:7]=1.[F:23][C:24]([F:31])([F:30])[CH2:25][S:26](Cl)(=[O:28])=[O:27].C(N(CC)CC)C. Product: [F:23][C:24]([F:31])([F:30])[CH2:25][S:26]([NH:1][C:2]1[CH:3]=[CH:4][C:5]([O:16][C:17]2[CH:18]=[CH:19][CH:20]=[CH:21][CH:22]=2)=[C:6]([C:8]2[CH:9]=[CH:10][C:11](=[O:15])[N:12]([CH3:14])[CH:13]=2)[CH:7]=1)(=[O:28])=[O:27]. The catalyst class is: 4. (8) Reactant: Br[C:2]1[CH:3]=[CH:4][CH:5]=[C:6]2[C:11]=1[N:10]=[C:9]([S:12][CH3:13])[N:8]([CH3:14])[C:7]2=[O:15].C([Sn](CCCC)(CCCC)[C:21]([O:23]CC)=[CH2:22])CCC. Product: [C:21]([C:2]1[CH:3]=[CH:4][CH:5]=[C:6]2[C:11]=1[N:10]=[C:9]([S:12][CH3:13])[N:8]([CH3:14])[C:7]2=[O:15])(=[O:23])[CH3:22]. The catalyst class is: 109.